This data is from Forward reaction prediction with 1.9M reactions from USPTO patents (1976-2016). The task is: Predict the product of the given reaction. (1) The product is: [Cl:1][C:2]1[CH:3]=[C:4]([C:8]2[N:9]=[C:10]([N:16]3[C:20]4[CH:21]=[C:22]([O:25][CH2:33][CH2:32][N:26]5[CH2:31][CH2:30][CH2:29][CH2:28][CH2:27]5)[CH:23]=[CH:24][C:19]=4[N:18]=[CH:17]3)[S:11][C:12]=2[C:13]([NH2:15])=[O:14])[CH:5]=[CH:6][CH:7]=1. Given the reactants [Cl:1][C:2]1[CH:3]=[C:4]([C:8]2[N:9]=[C:10]([N:16]3[C:20]4[CH:21]=[C:22]([OH:25])[CH:23]=[CH:24][C:19]=4[N:18]=[CH:17]3)[S:11][C:12]=2[C:13]([NH2:15])=[O:14])[CH:5]=[CH:6][CH:7]=1.[N:26]1([CH2:32][CH2:33]OS(C2C=CC(C)=CC=2)(=O)=O)[CH2:31][CH2:30][CH2:29][CH2:28][CH2:27]1.C(=O)([O-])[O-].[Cs+].[Cs+], predict the reaction product. (2) Given the reactants [Cl:1][C:2]1[C:3]([CH:9]=[N:10][C:11]2[CH:16]=[CH:15][C:14]([F:17])=[C:13]([Cl:18])[CH:12]=2)=[C:4]([OH:8])[CH:5]=[N:6][CH:7]=1.[Si]([C:23]#[N:24])(C)(C)C, predict the reaction product. The product is: [Cl:1][C:2]1[CH:7]=[N:6][CH:5]=[C:4]2[O:8][C:23]([NH2:24])=[C:9]([NH:10][C:11]3[CH:16]=[CH:15][C:14]([F:17])=[C:13]([Cl:18])[CH:12]=3)[C:3]=12.